From a dataset of Antibody paratope prediction from SAbDab with 1,023 antibody chains. Token-level Classification. Given an antibody amino acid sequence, predict which amino acid positions are active in antigen binding. Output is a list of indices for active paratope positions. (1) Given the antibody sequence: QVQLQQSGSELMKPGASVQISCKATGYTFSDYWIEWVKQRPGHGLEWIGDILCGTGRTRYNEKLKAMATFTADTSSNTAFMQLSSLTSEDSAVYYCARSASYGDYADYWGHGTTLTVSS, which amino acid positions are active in antigen binding (paratope)? The paratope positions are: [52, 83, 84, 85, 104, 105]. (2) Given the antibody sequence: QVQLQESGPGLVKPSQTLSLTCSFSGFSLSTSGMGVGWIRQPSGKGLEWLAHIWWDGDESYNPSLKSRLTISKDTSKNQVSLKITSVTAADTAVYFCARNRYDPPWFVDWGQGTLVTVSS, which amino acid positions are active in antigen binding (paratope)? The paratope positions are: [31, 32, 54, 84, 85, 86, 105, 106]. (3) The paratope positions are: [31, 32, 33, 34, 35, 36, 37, 59, 60, 89, 90, 91, 110, 111, 112, 113, 114, 115, 116, 117... (22 total positions)]. Given the antibody sequence: QLQMQESGPGLVKPSETLSLSCTVSGDSIRGGEWGDKDYHWGWVRHSAGKGLEWIGSIHWRGTTHYKESLRRRVSMSIDTSRNWFSLRLASVTAADTAVYFCARHRHHDVFMLVPIAGWFDVWGPGVQVTVSS, which amino acid positions are active in antigen binding (paratope)? (4) Given the antibody sequence: TLTQPASASATPGQRVTISCSGSSSNIGGNTVNWYQHLPGAAPKLLIHNNDLRPSGVPDRFSGSKSGTSASLAVSGLQSEDEADYFCAAWDDGLNGWVFGGGTKLTVL, which amino acid positions are active in antigen binding (paratope)? The paratope positions are: [27, 28, 94, 95]. (5) Given the antibody sequence: EVQLLESGGGLVQPGGSLRLSCAASGFTFSEYAMGWVRQAPGKGLEWVSSIGSSGGQTKYADSVKGRFTISRDNSKNTLYLQMNSLRAEDTAVYYCARLAIGDSYWGQGTMVTVSS, which amino acid positions are active in antigen binding (paratope)? The paratope positions are: [52, 83, 84, 85]. (6) Given the antibody sequence: EVQLVQSGGGLVQPGGSLRLSCAASGFTFSSYAMSWVRQAPGKGLEWVSAISGSGGSTYYADSVKGRFTISRDNSKNILYLQMNSLKAEDTATYYCARAVVFTDSSAYYYSKYFDYWSQGTLVTVSS, which amino acid positions are active in antigen binding (paratope)? The paratope positions are: [52, 83, 84, 85, 104, 105, 106, 107, 108, 109, 110, 111, 112, 113]. (7) Given the antibody sequence: QVQLQESGPGLVKPSGTLSLTCAVSGGSISSSHWWSWVRQPPGKGLEWVGEISLSGSTHYGPSLKSRVSISLDKSMNHFSLRLSSVTAADTAVYYCARESRFYGAYFDYWGQGTLVTVSS, which amino acid positions are active in antigen binding (paratope)? The paratope positions are: [31, 83, 84, 85, 104, 105, 106]. (8) Given the antibody sequence: DVLMTQTPLSLPVSLGDQASISCRSNQTILLSDGDTYLEWYLQKPGQSPKLLIYKVSNRFSGVPDRFSGSGSGTDFTLKISRVEAEDLGVYYCFQGSHVPPTFGGGTKLEIK, which amino acid positions are active in antigen binding (paratope)? The paratope positions are: [30, 31, 32, 33, 34]. (9) Given the antibody sequence: DVVMTQSPLSLPVTLGQPASISCRSSQSLIYSDGNAYLHWFLQKPGQSPRLLIYKVSNRFSGVPDRFSGSGSGTDFTLKISRVEAEDVGVYYCSQSTHVPWTFGQGTKVEIK, which amino acid positions are active in antigen binding (paratope)? The paratope positions are: [30, 31, 32, 33, 34]. (10) Given the antibody sequence: DIVLTQSPASLAVSLGQRATISCRASESVEYYGTSLMQWFQQKPGQPPRLLIHGASNVQSGVPARFSGSGSGTDFSLNIHPVEEDDFAMYFCQQSTKVPWTFGGGTKLEIK, which amino acid positions are active in antigen binding (paratope)? The paratope positions are: [30, 31, 32, 33].